Dataset: Full USPTO retrosynthesis dataset with 1.9M reactions from patents (1976-2016). Task: Predict the reactants needed to synthesize the given product. (1) Given the product [Cl:21][C:22]1[CH:23]=[C:24]([O:33][C:11]2[C:10]([F:14])=[CH:9][C:3]([C:4]([O:6][CH2:7][CH3:8])=[O:5])=[C:2]([F:1])[CH:12]=2)[CH:25]=[N:26][C:27]=1[O:28][CH2:29][CH:30]([CH3:31])[CH3:32], predict the reactants needed to synthesize it. The reactants are: [F:1][C:2]1[CH:12]=[C:11](F)[C:10]([F:14])=[CH:9][C:3]=1[C:4]([O:6][CH2:7][CH3:8])=[O:5].C(=O)([O-])[O-].[K+].[K+].[Cl:21][C:22]1[CH:23]=[C:24]([OH:33])[CH:25]=[N:26][C:27]=1[O:28][CH2:29][CH:30]([CH3:32])[CH3:31]. (2) Given the product [CH3:22][O:21][C:19](=[O:20])[CH2:18][O:1][CH:2]1[CH2:3][CH2:4][N:5]([C:8]([O:10][C:11]([CH3:14])([CH3:13])[CH3:12])=[O:9])[CH2:6][CH2:7]1, predict the reactants needed to synthesize it. The reactants are: [OH:1][CH:2]1[CH2:7][CH2:6][N:5]([C:8]([O:10][C:11]([CH3:14])([CH3:13])[CH3:12])=[O:9])[CH2:4][CH2:3]1.[H-].[Na+].Br[CH2:18][C:19]([O:21][CH3:22])=[O:20]. (3) Given the product [CH3:32][O:31][C:29]([C:26]1[CH:27]=[CH:28][C:23]([O:22][CH2:21][C@H:9]2[NH:8][CH2:13][CH2:12][N:11]([C:14]([O:16][C:17]([CH3:20])([CH3:19])[CH3:18])=[O:15])[CH2:10]2)=[N:24][CH:25]=1)=[O:30], predict the reactants needed to synthesize it. The reactants are: C([N:8]1[CH2:13][CH2:12][N:11]([C:14]([O:16][C:17]([CH3:20])([CH3:19])[CH3:18])=[O:15])[CH2:10][C@H:9]1[CH2:21][O:22][C:23]1[CH:28]=[CH:27][C:26]([C:29]([O:31][CH3:32])=[O:30])=[CH:25][N:24]=1)C1C=CC=CC=1. (4) Given the product [CH3:1][N:2]1[C@@H:19]2[CH2:20][C:7]3[CH:8]=[CH:9][C:10]([O:21][CH3:23])=[C:11]4[O:12][C@H:13]5[C:14]([CH2:16][CH2:17][C@@H:18]2[C@:5]5([C:6]=34)[CH2:4][CH2:3]1)=[O:15], predict the reactants needed to synthesize it. The reactants are: [CH3:1][N:2]1[C@@H:19]2[CH2:20][C:7]3=[CH:8][CH:9]=[C:10]([OH:21])[C:11]4[O:12][C@H:13]5[C:14]([CH2:16][CH2:17][C@@H:18]2[C@:5]5([C:6]=43)[CH2:4][CH2:3]1)=[O:15].[O-][CH2:23]C.[Na+].OS(O)(=O)=O.[OH-].[Na+]. (5) Given the product [Cl:19][C:20]1[C:25]([C:26]([NH:11][C:8]2[CH:7]=[N:6][C:5]([NH:4][CH:1]([CH3:3])[CH3:2])=[CH:10][CH:9]=2)=[O:27])=[C:24]([F:29])[C:23]([NH:30][S:31]([CH2:34][CH2:35][CH3:36])(=[O:33])=[O:32])=[CH:22][CH:21]=1, predict the reactants needed to synthesize it. The reactants are: [CH:1]([NH:4][C:5]1[CH:10]=[CH:9][C:8]([NH2:11])=[CH:7][N:6]=1)([CH3:3])[CH3:2].C(N(CC)CC)C.[Cl:19][C:20]1[C:25]([C:26](Cl)=[O:27])=[C:24]([F:29])[C:23]([NH:30][S:31]([CH2:34][CH2:35][CH3:36])(=[O:33])=[O:32])=[CH:22][CH:21]=1. (6) Given the product [CH3:21][O:22][C:23]([C:25]1([C:29]2[CH:30]=[CH:31][C:32]([NH:35][C:2]3[N:7]=[C:6]([NH2:8])[CH:5]=[C:4]([C:15]4[CH:16]=[CH:17][CH:18]=[CH:19][CH:20]=4)[N:3]=3)=[CH:33][CH:34]=2)[CH2:26][CH2:27][CH2:28]1)=[O:24], predict the reactants needed to synthesize it. The reactants are: Cl[C:2]1[N:7]=[C:6]([NH:8]C(C2CC2)(C)C)[CH:5]=[C:4]([C:15]2[CH:20]=[CH:19][CH:18]=[CH:17][CH:16]=2)[N:3]=1.[CH3:21][O:22][C:23]([C:25]1([C:29]2[CH:34]=[CH:33][C:32]([NH2:35])=[CH:31][CH:30]=2)[CH2:28][CH2:27][CH2:26]1)=[O:24].